Dataset: Full USPTO retrosynthesis dataset with 1.9M reactions from patents (1976-2016). Task: Predict the reactants needed to synthesize the given product. (1) Given the product [ClH:1].[Cl:1][C:2]1[CH:3]=[C:4]([CH2:14][N:15]2[C:19]([CH3:20])=[CH:18][C:17]([C:21]([NH:23][C:24]3[CH:29]=[CH:28][C:27]([CH2:30][NH:33][CH3:32])=[CH:26][CH:25]=3)=[O:22])=[N:16]2)[C:5]2[O:9][C:8]([CH:10]([CH3:11])[CH3:12])=[CH:7][C:6]=2[CH:13]=1, predict the reactants needed to synthesize it. The reactants are: [Cl:1][C:2]1[CH:3]=[C:4]([CH2:14][N:15]2[C:19]([CH3:20])=[CH:18][C:17]([C:21]([NH:23][C:24]3[CH:29]=[CH:28][C:27]([CH:30]=O)=[CH:26][CH:25]=3)=[O:22])=[N:16]2)[C:5]2[O:9][C:8]([CH:10]([CH3:12])[CH3:11])=[CH:7][C:6]=2[CH:13]=1.[CH3:32][NH2:33].C(O[BH-](OC(=O)C)OC(=O)C)(=O)C.[Na+].[OH-].[Na+]. (2) Given the product [NH:11]1[CH2:16][CH2:15][CH:14]([CH2:17][O:18][C:19](=[O:46])[CH2:20][CH2:21][C:22]2[CH:27]=[CH:26][C:25]([C:28]([N:30]3[CH2:39][C:38]4[CH:37]=[N:36][N:35]([CH3:40])[C:34]=4[NH:33][C:32]4[CH:41]=[CH:42][CH:43]=[CH:44][C:31]3=4)=[O:29])=[CH:24][C:23]=2[CH3:45])[CH2:13][CH2:12]1, predict the reactants needed to synthesize it. The reactants are: C(OC([N:11]1[CH2:16][CH2:15][CH:14]([CH2:17][O:18][C:19](=[O:46])[CH2:20][CH2:21][C:22]2[CH:27]=[CH:26][C:25]([C:28]([N:30]3[CH2:39][C:38]4[CH:37]=[N:36][N:35]([CH3:40])[C:34]=4[NH:33][C:32]4[CH:41]=[CH:42][CH:43]=[CH:44][C:31]3=4)=[O:29])=[CH:24][C:23]=2[CH3:45])[CH2:13][CH2:12]1)=O)C1C=CC=CC=1. (3) Given the product [NH2:8][CH2:9][CH2:10][C:11]1[CH:16]=[CH:15][C:14]([OH:17])=[CH:13][CH:12]=1, predict the reactants needed to synthesize it. The reactants are: C([NH:8][CH2:9][CH2:10][C:11]1[CH:16]=[CH:15][C:14]([OH:17])=[CH:13][CH:12]=1)(OC(C)(C)C)=O.Cl.O1CCOCC1. (4) Given the product [Br:37][C:35]1[CH:34]=[CH:33][C:32]([Cl:38])=[C:31]([CH2:30][C:27]2[CH:26]=[CH:25][C:24]([O:23][CH2:22][CH2:21][O:20][CH:1]3[CH2:6][CH2:5][CH2:4][CH2:3][CH2:2]3)=[CH:29][CH:28]=2)[CH:36]=1, predict the reactants needed to synthesize it. The reactants are: [CH:1]1(O)[CH2:6][CH2:5][CH2:4][CH2:3][CH2:2]1.[H-].[Na+].CC1C=CC(S([O:20][CH2:21][CH2:22][O:23][C:24]2[CH:29]=[CH:28][C:27]([CH2:30][C:31]3[CH:36]=[C:35]([Br:37])[CH:34]=[CH:33][C:32]=3[Cl:38])=[CH:26][CH:25]=2)(=O)=O)=CC=1. (5) The reactants are: C([Li])CCC.[C:6](#[N:8])[CH3:7].[CH2:9]([O:16][C:17]([NH:19][CH:20]1[CH2:29][C:28]2[C:23](=[CH:24][CH:25]=[CH:26][CH:27]=2)[C:22](=[O:30])[CH2:21]1)=[O:18])[C:10]1[CH:15]=[CH:14][CH:13]=[CH:12][CH:11]=1.Cl. Given the product [CH2:9]([O:16][C:17]([NH:19][CH:20]1[CH2:29][C:28]2[C:23](=[CH:24][CH:25]=[CH:26][CH:27]=2)[C:22]([CH2:7][C:6]#[N:8])([OH:30])[CH2:21]1)=[O:18])[C:10]1[CH:15]=[CH:14][CH:13]=[CH:12][CH:11]=1, predict the reactants needed to synthesize it. (6) Given the product [CH2:29]([O:31][C:32]([C:34]1([C:37]2[CH:42]=[CH:41][C:40]([C:2]3[CH:3]=[CH:4][C:5]([C:8]4[O:12][N:11]=[C:10]([CH3:13])[C:9]=4[CH:14]([OH:28])[CH2:15][S:16][CH2:17][C:18]4[CH:23]=[CH:22][CH:21]=[C:20]([C:24]([F:26])([F:27])[F:25])[CH:19]=4)=[CH:6][CH:7]=3)=[CH:39][CH:38]=2)[CH2:35][CH2:36]1)=[O:33])[CH3:30], predict the reactants needed to synthesize it. The reactants are: Br[C:2]1[CH:7]=[CH:6][C:5]([C:8]2[O:12][N:11]=[C:10]([CH3:13])[C:9]=2[CH:14]([OH:28])[CH2:15][S:16][CH2:17][C:18]2[CH:23]=[CH:22][CH:21]=[C:20]([C:24]([F:27])([F:26])[F:25])[CH:19]=2)=[CH:4][CH:3]=1.[CH2:29]([O:31][C:32]([C:34]1([C:37]2[CH:42]=[CH:41][C:40](B3OC(C)(C)C(C)(C)O3)=[CH:39][CH:38]=2)[CH2:36][CH2:35]1)=[O:33])[CH3:30]. (7) Given the product [Cl:18][C:12]1[CH:13]=[CH:14][CH:15]=[C:16]2[C:11]=1[N:10]([CH2:19][CH:20]1[CH2:21][CH2:22][CH2:23][CH2:24][CH2:25]1)[C:9]1[C:8]([O:27][CH3:28])=[CH:7][CH:6]=[C:5]([C:3]([OH:2])=[O:4])[C:17]2=1, predict the reactants needed to synthesize it. The reactants are: C[O:2][C:3]([C:5]1[C:17]2[C:16]3[C:11](=[C:12]([Cl:18])[CH:13]=[CH:14][CH:15]=3)[N:10]([CH2:19][CH2:20][CH:21]3C[CH2:25][CH2:24][CH2:23][CH2:22]3)[C:9]=2[C:8]([O:27][CH3:28])=[CH:7][CH:6]=1)=[O:4]. (8) Given the product [ClH:3].[Cl:3][C:18]1[N:17]2[N:21]=[C:22]([CH:24]3[CH2:29][CH2:28][N:27]([CH:30]([CH3:32])[CH3:31])[CH2:26][CH2:25]3)[N:23]=[C:16]2[CH:15]=[C:14]([C:8]2[CH:9]=[CH:10][C:11]([F:13])=[CH:12][C:7]=2[F:6])[N:19]=1, predict the reactants needed to synthesize it. The reactants are: P(Cl)(Cl)([Cl:3])=O.[F:6][C:7]1[CH:12]=[C:11]([F:13])[CH:10]=[CH:9][C:8]=1[C:14]1[NH:19][C:18](=O)[N:17]2[N:21]=[C:22]([CH:24]3[CH2:29][CH2:28][N:27]([CH:30]([CH3:32])[CH3:31])[CH2:26][CH2:25]3)[N:23]=[C:16]2[CH:15]=1.